Task: Regression. Given two drug SMILES strings and cell line genomic features, predict the synergy score measuring deviation from expected non-interaction effect.. Dataset: NCI-60 drug combinations with 297,098 pairs across 59 cell lines (1) Drug 1: C1=NC2=C(N=C(N=C2N1C3C(C(C(O3)CO)O)F)Cl)N. Drug 2: CC1CCCC2(C(O2)CC(NC(=O)CC(C(C(=O)C(C1O)C)(C)C)O)C(=CC3=CSC(=N3)C)C)C. Cell line: SR. Synergy scores: CSS=65.4, Synergy_ZIP=-1.68, Synergy_Bliss=-2.51, Synergy_Loewe=-10.2, Synergy_HSA=-0.880. (2) Drug 1: CC(C1=C(C=CC(=C1Cl)F)Cl)OC2=C(N=CC(=C2)C3=CN(N=C3)C4CCNCC4)N. Drug 2: C1C(C(OC1N2C=NC3=C2NC=NCC3O)CO)O. Cell line: U251. Synergy scores: CSS=4.86, Synergy_ZIP=-1.44, Synergy_Bliss=0.510, Synergy_Loewe=1.11, Synergy_HSA=0.905. (3) Drug 1: CN1CCC(CC1)COC2=C(C=C3C(=C2)N=CN=C3NC4=C(C=C(C=C4)Br)F)OC. Drug 2: CC=C1C(=O)NC(C(=O)OC2CC(=O)NC(C(=O)NC(CSSCCC=C2)C(=O)N1)C(C)C)C(C)C. Cell line: BT-549. Synergy scores: CSS=32.5, Synergy_ZIP=1.92, Synergy_Bliss=0.131, Synergy_Loewe=-49.4, Synergy_HSA=-1.57. (4) Drug 1: C1=CC(=CC=C1CCCC(=O)O)N(CCCl)CCCl. Drug 2: CC(C)NC(=O)C1=CC=C(C=C1)CNNC.Cl. Cell line: SNB-19. Synergy scores: CSS=22.7, Synergy_ZIP=-3.45, Synergy_Bliss=1.35, Synergy_Loewe=-8.51, Synergy_HSA=0.318.